From a dataset of Full USPTO retrosynthesis dataset with 1.9M reactions from patents (1976-2016). Predict the reactants needed to synthesize the given product. (1) The reactants are: [OH-].[Li+].[NH2:3][C:4]1[C:9]2[C:10](=[O:28])[N:11]([C:15]3[CH:20]=[CH:19][C:18]([C:21]([CH3:27])([CH3:26])[C:22]([O:24]C)=[O:23])=[CH:17][CH:16]=3)[CH2:12][CH2:13][O:14][C:8]=2[N:7]=[CH:6][N:5]=1.Cl. Given the product [NH2:3][C:4]1[C:9]2[C:10](=[O:28])[N:11]([C:15]3[CH:16]=[CH:17][C:18]([C:21]([CH3:26])([CH3:27])[C:22]([OH:24])=[O:23])=[CH:19][CH:20]=3)[CH2:12][CH2:13][O:14][C:8]=2[N:7]=[CH:6][N:5]=1, predict the reactants needed to synthesize it. (2) Given the product [C:21]1([C:13]2([C:15]3[CH:16]=[CH:17][CH:18]=[CH:19][CH:20]=3)[C:14]3[CH:2]=[C:3]([NH:27][C:28]4[CH:33]=[CH:32][CH:31]=[CH:30][CH:29]=4)[CH:4]=[CH:5][C:6]=3[C:7]3[C:12]2=[CH:11][CH:10]=[CH:9][CH:8]=3)[CH:26]=[CH:25][CH:24]=[CH:23][CH:22]=1, predict the reactants needed to synthesize it. The reactants are: Br[C:2]1[C:14]2[C:13]([C:21]3[CH:26]=[CH:25][CH:24]=[CH:23][CH:22]=3)([C:15]3[CH:20]=[CH:19][CH:18]=[CH:17][CH:16]=3)[C:12]3[C:7](=[CH:8][CH:9]=[CH:10][CH:11]=3)[C:6]=2[CH:5]=[CH:4][CH:3]=1.[NH2:27][C:28]1[CH:33]=[CH:32][CH:31]=[CH:30][CH:29]=1.CC(C)([O-])C.[Na+]. (3) Given the product [CH3:48][O:49][C:50](=[O:55])[C:51]([NH:54][C:22](=[O:24])[C:21]1[CH:20]=[CH:19][C:18]([O:17][CH2:10][C:11]2[CH:12]=[CH:13][CH:14]=[CH:15][CH:16]=2)=[CH:26][CH:25]=1)([CH3:53])[CH3:52], predict the reactants needed to synthesize it. The reactants are: CCN(C(C)C)C(C)C.[CH2:10]([O:17][C:18]1[CH:26]=[CH:25][C:21]([C:22]([OH:24])=O)=[CH:20][CH:19]=1)[C:11]1[CH:16]=[CH:15][CH:14]=[CH:13][CH:12]=1.C1C=CC2N(O)N=NC=2C=1.CCN=C=NCCCN(C)C.[CH3:48][O:49][C:50](=[O:55])[C:51]([NH2:54])([CH3:53])[CH3:52]. (4) Given the product [N:36]1([C:25]([C:22]2[N:23]=[CH:24][C:19]([C:12]3[CH:11]=[C:10]4[C:15]([CH2:16][CH:17]([CH3:18])[N:8]([C:6]5[CH:5]=[C:4]([N:28]6[CH2:33][CH2:32][N:31]([CH3:34])[CH2:30][CH2:29]6)[N:3]=[C:2]([NH2:1])[N:7]=5)[CH2:9]4)=[CH:14][CH:13]=3)=[CH:20][CH:21]=2)=[O:26])[CH2:39][CH2:38][CH2:37]1, predict the reactants needed to synthesize it. The reactants are: [NH2:1][C:2]1[N:7]=[C:6]([N:8]2[CH:17]([CH3:18])[CH2:16][C:15]3[C:10](=[CH:11][C:12]([C:19]4[CH:20]=[CH:21][C:22]([C:25](O)=[O:26])=[N:23][CH:24]=4)=[CH:13][CH:14]=3)[CH2:9]2)[CH:5]=[C:4]([N:28]2[CH2:33][CH2:32][N:31]([CH3:34])[CH2:30][CH2:29]2)[N:3]=1.Cl.[NH:36]1[CH2:39][CH2:38][CH2:37]1. (5) Given the product [C:6]([C:10]1[CH:18]=[CH:17][C:13]([C:14]2[O:15][N:4]=[C:1]([CH3:2])[N:3]=2)=[CH:12][CH:11]=1)([CH3:9])([CH3:8])[CH3:7], predict the reactants needed to synthesize it. The reactants are: [C:1](#[N:3])[CH3:2].[NH2:4]O.[C:6]([C:10]1[CH:18]=[CH:17][C:13]([C:14](Cl)=[O:15])=[CH:12][CH:11]=1)([CH3:9])([CH3:8])[CH3:7]. (6) Given the product [C:19]([C:18]1[CH:21]=[CH:22][C:15]([O:7][C:8]2[CH:12]=[C:11]([CH3:13])[NH:10][N:9]=2)=[C:16]([C:23]([F:24])([F:25])[F:26])[CH:17]=1)#[N:20], predict the reactants needed to synthesize it. The reactants are: C(=O)([O-])[O-].[K+].[K+].[OH:7][C:8]1[CH:12]=[C:11]([CH3:13])[NH:10][N:9]=1.F[C:15]1[CH:22]=[CH:21][C:18]([C:19]#[N:20])=[CH:17][C:16]=1[C:23]([F:26])([F:25])[F:24].Cl.